Predict the reactants needed to synthesize the given product. From a dataset of Full USPTO retrosynthesis dataset with 1.9M reactions from patents (1976-2016). (1) Given the product [C:1]([C:3]1[C:4]([C:34]2[C:42]3[C:37](=[CH:38][CH:39]=[CH:40][CH:41]=3)[NH:36][CH:35]=2)=[N:5][C:6]([NH:9][C:10]2[CH:11]=[C:12]([NH:16][C:17](=[O:33])[C:18]3[CH:23]=[CH:22][C:21]([NH:24][C:25](=[O:32])/[CH:26]=[CH:27]/[CH2:28][N:29]([CH3:31])[CH3:30])=[CH:20][CH:19]=3)[CH:13]=[CH:14][CH:15]=2)=[N:7][CH:8]=1)#[N:2], predict the reactants needed to synthesize it. The reactants are: [C:1]([C:3]1[C:4]([C:34]2[C:42]3[C:37](=[CH:38][CH:39]=[CH:40][CH:41]=3)[N:36](S(C3C=CC=CC=3)(=O)=O)[CH:35]=2)=[N:5][C:6]([NH:9][C:10]2[CH:11]=[C:12]([NH:16][C:17](=[O:33])[C:18]3[CH:23]=[CH:22][C:21]([NH:24][C:25](=[O:32])/[CH:26]=[CH:27]/[CH2:28][N:29]([CH3:31])[CH3:30])=[CH:20][CH:19]=3)[CH:13]=[CH:14][CH:15]=2)=[N:7][CH:8]=1)#[N:2].[OH-].[Na+].Cl. (2) Given the product [NH2:1][C:2]([C:4]1[C:9]([C:10]([OH:12])=[O:11])=[CH:8][C:7]([N:15]2[CH2:20][CH2:19][C@H:18]([NH:21][C:22]([C:24]3[NH:25][C:26]([CH3:31])=[C:27]([Cl:30])[C:28]=3[Cl:29])=[O:23])[C@H:17]([O:32][CH3:33])[CH2:16]2)=[N:6][CH:5]=1)=[O:3], predict the reactants needed to synthesize it. The reactants are: [NH2:1][C:2]([C:4]1[C:9]([C:10]([O:12]CC)=[O:11])=[CH:8][C:7]([N:15]2[CH2:20][CH2:19][C@H:18]([NH:21][C:22]([C:24]3[NH:25][C:26]([CH3:31])=[C:27]([Cl:30])[C:28]=3[Cl:29])=[O:23])[C@H:17]([O:32][CH3:33])[CH2:16]2)=[N:6][CH:5]=1)=[O:3].Cl. (3) Given the product [Cl:1][C:2]1[N:3]=[C:4]([NH:11][C:12]2[CH:16]=[C:15]([C:17]([NH:59][C:56]3[CH:57]=[CH:58][N:53]=[CH:54][CH:55]=3)=[O:19])[NH:14][N:13]=2)[C:5]2[O:10][CH:9]=[CH:8][C:6]=2[N:7]=1, predict the reactants needed to synthesize it. The reactants are: [Cl:1][C:2]1[N:3]=[C:4]([NH:11][C:12]2[CH:16]=[C:15]([C:17]([OH:19])=O)[NH:14][N:13]=2)[C:5]2[O:10][CH:9]=[CH:8][C:6]=2[N:7]=1.CN(C(ON1N=NC2C=CC=NC1=2)=[N+](C)C)C.F[P-](F)(F)(F)(F)F.CCN(C(C)C)C(C)C.[N:53]1[CH:58]=[CH:57][C:56]([NH2:59])=[CH:55][CH:54]=1. (4) Given the product [CH3:1][O:2][C:3]([C@@H:5]1[CH2:10][C@@H:9]([C:11]([O:13][CH3:14])=[O:12])[CH2:8][N:7]([C:27]([O:26][C:23]([CH3:25])([CH3:24])[CH3:22])=[O:28])[CH2:6]1)=[O:4], predict the reactants needed to synthesize it. The reactants are: [CH3:1][O:2][C:3]([C@@H:5]1[CH2:10][C@@H:9]([C:11]([O:13][CH3:14])=[O:12])[CH2:8][NH:7][CH2:6]1)=[O:4].C(N(CC)CC)C.[CH3:22][C:23]([O:26][C:27](O[C:27]([O:26][C:23]([CH3:25])([CH3:24])[CH3:22])=[O:28])=[O:28])([CH3:25])[CH3:24].[NH4+].[Cl-]. (5) Given the product [N:29]1([C:26]2[CH:25]=[CH:24][C:23]3[C:22]4[C:17](=[CH:18][CH:19]=[CH:20][CH:21]=4)[N:16]([C:13]4[CH:14]=[CH:15][C:10]5[C:5]6[C:4](=[CH:9][CH:8]=[CH:7][CH:6]=6)[NH:1][C:11]=5[CH:12]=4)[C:28]=3[CH:27]=2)[CH:33]=[CH:32][CH:31]=[N:30]1, predict the reactants needed to synthesize it. The reactants are: [N+:1]([C:4]1[CH:9]=[CH:8][CH:7]=[CH:6][C:5]=1[C:10]1[CH:15]=[CH:14][C:13]([N:16]2[C:28]3[CH:27]=[C:26]([N:29]4[CH:33]=[CH:32][CH:31]=[N:30]4)[CH:25]=[CH:24][C:23]=3[C:22]3[C:17]2=[CH:18][CH:19]=[CH:20][CH:21]=3)=[CH:12][CH:11]=1)([O-])=O.C1C=CC(P(C2C=CC=CC=2)C2C=CC=CC=2)=CC=1. (6) Given the product [Cl:9][C:10]1[CH:11]=[C:12]([C:16]2[C:22]3[CH:23]=[CH:24][CH:25]=[CH:26][C:21]=3[N:20]3[C:27]([CH3:30])=[N:28][N:29]=[C:19]3[CH:18]([CH2:32][C:33]([O:35][CH2:36][CH3:37])=[O:34])[CH:17]=2)[CH:13]=[CH:14][CH:15]=1, predict the reactants needed to synthesize it. The reactants are: C([N-]C(C)C)(C)C.[Li+].[Cl:9][C:10]1[CH:11]=[C:12]([C:16]2[C:22]3[CH:23]=[CH:24][CH:25]=[CH:26][C:21]=3[N:20]3[C:27]([CH3:30])=[N:28][N:29]=[C:19]3[CH2:18][CH:17]=2)[CH:13]=[CH:14][CH:15]=1.Br[CH2:32][C:33]([O:35][CH2:36][CH3:37])=[O:34]. (7) Given the product [CH3:45][C@H:46]([CH2:49][CH2:50][CH2:51][CH3:52])[C:47]([OH:14])=[O:48], predict the reactants needed to synthesize it. The reactants are: C1N=C(N)C2N=CN([C@@H]3[O:14][C@H](COP(OP(OC[C@H]4O[C@@H](N5C=C(C(N)=O)CC=C5)[C@H](O)[C@@H]4O)(O)=O)(O)=O)[C@@H](O)[C@H]3O)C=2N=1.[CH3:45][C@H:46]([CH2:49][CH2:50][CH2:51][CH3:52])[CH:47]=[O:48].Cl.C(OCC)(=O)C.